Dataset: Reaction yield outcomes from USPTO patents with 853,638 reactions. Task: Predict the reaction yield, written as a fraction of the theoretical maximum amount of product (1.0 means a 100% yield; for example, 0.34 means a 34% yield). (1) The reactants are [Cl:1][C:2]1[CH:3]=[C:4]([C:8]2[C:13]3[N:14]=[CH:15][S:16][C:12]=3[CH:11]=[C:10]([CH3:17])[C:9]=2[F:18])[CH:5]=[CH:6][CH:7]=1.C1C(=O)N([Br:26])C(=O)C1. The catalyst is C(Cl)(Cl)(Cl)Cl.C(OOC(=O)C1C=CC=CC=1)(=O)C1C=CC=CC=1. The product is [Br:26][CH2:17][C:10]1[C:9]([F:18])=[C:8]([C:4]2[CH:5]=[CH:6][CH:7]=[C:2]([Cl:1])[CH:3]=2)[C:13]2[N:14]=[CH:15][S:16][C:12]=2[CH:11]=1. The yield is 0.490. (2) The reactants are [NH2:1][C:2]1[CH:10]=[C:9]([O:11][CH3:12])[CH:8]=[CH:7][C:3]=1[C:4](O)=[O:5].[CH:13](N)=[NH:14]. The catalyst is O. The product is [CH3:12][O:11][C:9]1[CH:10]=[C:2]2[C:3]([C:4]([OH:5])=[N:14][CH:13]=[N:1]2)=[CH:7][CH:8]=1. The yield is 0.748. (3) The reactants are Br[C:2]1[CH:18]=[C:17]2[C:5]([CH2:6][CH2:7][C@@:8]32[C:13]([F:15])([F:14])[CH2:12][O:11][C:10]([NH2:16])=[N:9]3)=[CH:4][CH:3]=1.[N:19]1[CH:24]=[C:23](B(O)O)[CH:22]=[N:21][CH:20]=1.COCCOC. The catalyst is O. The product is [F:14][C:13]1([F:15])[CH2:12][O:11][C:10]([NH2:16])=[N:9][C@@:8]21[C:17]1[C:5](=[CH:4][CH:3]=[C:2]([C:23]3[CH:24]=[N:19][CH:20]=[N:21][CH:22]=3)[CH:18]=1)[CH2:6][CH2:7]2. The yield is 0.190. (4) The reactants are [CH3:1][O:2][C:3]1[CH:4]=[C:5]2[C:10](=[CH:11][C:12]=1[O:13][CH3:14])[N:9]=[CH:8][N:7]=[C:6]2[N:15]1[CH2:20][CH2:19][CH:18]([CH2:21][NH2:22])[CH2:17][CH2:16]1.[N+](C1C=CC([O:32][C:33](=O)[NH:34][C:35]2[CH:40]=[CH:39][C:38]([CH:41]([CH3:43])[CH3:42])=[CH:37][CH:36]=2)=CC=1)([O-])=O. The catalyst is C(#N)C. The product is [CH3:1][O:2][C:3]1[CH:4]=[C:5]2[C:10](=[CH:11][C:12]=1[O:13][CH3:14])[N:9]=[CH:8][N:7]=[C:6]2[N:15]1[CH2:20][CH2:19][CH:18]([CH2:21][NH:22][C:33]([NH:34][C:35]2[CH:40]=[CH:39][C:38]([CH:41]([CH3:43])[CH3:42])=[CH:37][CH:36]=2)=[O:32])[CH2:17][CH2:16]1. The yield is 0.260.